Dataset: Forward reaction prediction with 1.9M reactions from USPTO patents (1976-2016). Task: Predict the product of the given reaction. (1) Given the reactants [CH2:1]([N:8]1[C:13](=[O:14])[CH2:12][NH:11][C:10]2[N:15]=[CH:16][C:17]([C:19]3[CH:20]=[C:21]([CH:25]=[CH:26][CH:27]=3)[C:22](O)=[O:23])=[CH:18][C:9]1=2)[C:2]1[CH:7]=[CH:6][CH:5]=[CH:4][CH:3]=1.[NH:28]1[CH2:32][CH2:31][CH2:30][CH2:29]1, predict the reaction product. The product is: [CH2:1]([N:8]1[C:13](=[O:14])[CH2:12][NH:11][C:10]2[N:15]=[CH:16][C:17]([C:19]3[CH:27]=[CH:26][CH:25]=[C:21]([C:22]([N:28]4[CH2:32][CH2:31][CH2:30][CH2:29]4)=[O:23])[CH:20]=3)=[CH:18][C:9]1=2)[C:2]1[CH:7]=[CH:6][CH:5]=[CH:4][CH:3]=1. (2) Given the reactants C(O[C:9]1[CH:10]=[N:11][CH:12]=[C:13]([CH2:15][C:16]2[CH:21]=[CH:20][C:19]([Br:22])=[CH:18][CH:17]=2)C=1)C1C=CC=CC=1.[N:23]1C=CN=CC=1C(O)=O, predict the reaction product. The product is: [Br:22][C:19]1[CH:20]=[CH:21][C:16]([CH2:15][C:13]2[CH:12]=[N:11][CH:10]=[CH:9][N:23]=2)=[CH:17][CH:18]=1. (3) Given the reactants Br[C:2]1[S:6][C:5]([CH:7]=[CH:8][C:9]([OH:11])=[O:10])=[CH:4][CH:3]=1.[F:12][C:13]1[CH:18]=[CH:17][CH:16]=[CH:15][C:14]=1B(O)O.C(=O)([O-])[O-].[Na+].[Na+], predict the reaction product. The product is: [F:12][C:13]1[CH:18]=[CH:17][CH:16]=[CH:15][C:14]=1[C:2]1[S:6][C:5]([CH:7]=[CH:8][C:9]([OH:11])=[O:10])=[CH:4][CH:3]=1. (4) Given the reactants [Si]([O:8][C:9]1[CH:16]=[C:15]([Cl:17])[C:12]([CH:13]=[O:14])=[C:11]([Cl:18])[CH:10]=1)(C(C)(C)C)(C)C.C([Li])(CC)C.CN(C=O)C.Cl, predict the reaction product. The product is: [Cl:17][C:15]1[CH:16]=[C:9]([OH:8])[CH:10]=[C:11]([Cl:18])[C:12]=1[CH:13]=[O:14]. (5) Given the reactants [C:1]([CH2:3][CH:4]([N:24]1[CH:28]=[C:27]([C:29]2[C:30]3[CH:37]=[CH:36][N:35]([CH2:38][O:39][CH2:40][CH2:41][Si:42]([CH3:45])([CH3:44])[CH3:43])[C:31]=3[N:32]=[CH:33][N:34]=2)[CH:26]=[N:25]1)[CH2:5][N:6]1[CH2:11][CH2:10][CH:9]([O:12][C:13]2[CH:14]=[C:15]([CH:20]=[C:21]([F:23])[CH:22]=2)[C:16]([O:18]C)=[O:17])[CH2:8][CH2:7]1)#[N:2].C1COCC1.O.[OH-].[Li+].Cl, predict the reaction product. The product is: [C:1]([CH2:3][CH:4]([N:24]1[CH:28]=[C:27]([C:29]2[C:30]3[CH:37]=[CH:36][N:35]([CH2:38][O:39][CH2:40][CH2:41][Si:42]([CH3:43])([CH3:45])[CH3:44])[C:31]=3[N:32]=[CH:33][N:34]=2)[CH:26]=[N:25]1)[CH2:5][N:6]1[CH2:11][CH2:10][CH:9]([O:12][C:13]2[CH:14]=[C:15]([CH:20]=[C:21]([F:23])[CH:22]=2)[C:16]([OH:18])=[O:17])[CH2:8][CH2:7]1)#[N:2]. (6) Given the reactants [F:1]/[C:2](=[CH:8]\[C:9]1[CH:14]=[CH:13][CH:12]=[CH:11][C:10]=1[NH:15][C:16](=[O:30])[C:17]1[CH:22]=[CH:21][CH:20]=[CH:19][C:18]=1[O:23][C:24]1[CH:29]=[CH:28][CH:27]=[CH:26][CH:25]=1)/[C:3](OCC)=[O:4].[NH2:31][OH:32].[OH-].[Na+], predict the reaction product. The product is: [F:1]/[C:2](/[C:3]([NH:31][OH:32])=[O:4])=[CH:8]\[C:9]1[CH:14]=[CH:13][CH:12]=[CH:11][C:10]=1[NH:15][C:16](=[O:30])[C:17]1[CH:22]=[CH:21][CH:20]=[CH:19][C:18]=1[O:23][C:24]1[CH:29]=[CH:28][CH:27]=[CH:26][CH:25]=1. (7) Given the reactants [C:1]([C:3]1[CH:4]=[CH:5][C:6]([OH:13])=[C:7]([CH:12]=1)[CH:8]=[CH:9][CH:10]=[O:11])#[N:2].[CH3:14][O:15][CH2:16]Cl.C(N(CC)CC)C, predict the reaction product. The product is: [C:1]([C:3]1[CH:4]=[CH:5][C:6]([O:13][CH2:14][O:15][CH3:16])=[C:7]([CH:12]=1)[CH:8]=[CH:9][CH:10]=[O:11])#[N:2]. (8) The product is: [CH3:1][O:2][C:3]1[C:8]2[N:9]=[C:10]([NH:12][C:20]([N:34]3[CH2:35][CH2:36][CH:31]([CH2:30][OH:29])[CH2:32][CH2:33]3)=[O:21])[S:11][C:7]=2[C:6]([CH:13]2[CH2:18][CH2:17][O:16][CH2:15][CH2:14]2)=[CH:5][CH:4]=1. Given the reactants [CH3:1][O:2][C:3]1[C:8]2[N:9]=[C:10]([NH2:12])[S:11][C:7]=2[C:6]([CH:13]2[CH2:18][CH2:17][O:16][CH2:15][CH2:14]2)=[CH:5][CH:4]=1.Cl[C:20](OC1C=CC=CC=1)=[O:21].[OH:29][CH2:30][CH:31]1[CH2:36][CH2:35][NH:34][CH2:33][CH2:32]1, predict the reaction product. (9) Given the reactants [Cl:1][C:2]1[CH:7]=[CH:6][C:5]([S:8][CH2:9][C:10]2[CH:11]=[N:12][N:13](C(OC(C)(C)C)=O)[C:14](=[O:16])[CH:15]=2)=[CH:4][CH:3]=1.C(O)(C(F)(F)F)=O, predict the reaction product. The product is: [Cl:1][C:2]1[CH:7]=[CH:6][C:5]([S:8][CH2:9][C:10]2[CH:11]=[N:12][NH:13][C:14](=[O:16])[CH:15]=2)=[CH:4][CH:3]=1.